This data is from Forward reaction prediction with 1.9M reactions from USPTO patents (1976-2016). The task is: Predict the product of the given reaction. (1) Given the reactants [F:1][C:2]1[C:7]([F:8])=[CH:6][CH:5]=[CH:4][C:3]=1[C:9]1[N:17]=[C:12]2[CH:13]=[N:14][NH:15][CH:16]=[C:11]2[N:10]=1.Cl[CH2:19][C:20]1[O:24][N:23]=[C:22]([C:25]2[CH:30]=[CH:29][C:28]([O:31][CH2:32][CH2:33][N:34]3[CH2:38][CH2:37][CH2:36][CH2:35]3)=[CH:27][CH:26]=2)[CH:21]=1, predict the reaction product. The product is: [F:1][C:2]1[C:7]([F:8])=[CH:6][CH:5]=[CH:4][C:3]=1[C:9]1[N:17]=[C:12]2[CH:13]=[N:14][N:15]([CH2:19][C:20]3[O:24][N:23]=[C:22]([C:25]4[CH:26]=[CH:27][C:28]([O:31][CH2:32][CH2:33][N:34]5[CH2:38][CH2:37][CH2:36][CH2:35]5)=[CH:29][CH:30]=4)[CH:21]=3)[CH:16]=[C:11]2[N:10]=1. (2) Given the reactants B1([CH2:10][C:11]2[CH:16]=[CH:15][CH:14]=[CH:13][CH:12]=2)C2CCCC1CCC2.Br[C:18]1[C:26]2[C:21](=[CH:22][C:23]([CH2:27][N:28]([CH:36]3[CH2:38][CH2:37]3)[C:29](=[O:35])[O:30][C:31]([CH3:34])([CH3:33])[CH3:32])=[CH:24][CH:25]=2)[N:20]([CH2:39][CH2:40][CH2:41][O:42][CH3:43])[N:19]=1.P([O-])([O-])([O-])=O.[K+].[K+].[K+].O, predict the reaction product. The product is: [CH2:10]([C:18]1[C:26]2[C:21](=[CH:22][C:23]([CH2:27][N:28]([CH:36]3[CH2:38][CH2:37]3)[C:29](=[O:35])[O:30][C:31]([CH3:34])([CH3:33])[CH3:32])=[CH:24][CH:25]=2)[N:20]([CH2:39][CH2:40][CH2:41][O:42][CH3:43])[N:19]=1)[C:11]1[CH:16]=[CH:15][CH:14]=[CH:13][CH:12]=1.